Dataset: Full USPTO retrosynthesis dataset with 1.9M reactions from patents (1976-2016). Task: Predict the reactants needed to synthesize the given product. (1) Given the product [CH2:22]([C:8]1[C:7]([C:14]#[N:15])=[C:6]([OH:16])[C:5]([OH:4])=[CH:10][C:9]=1[C:11]#[N:12])[CH:21]=[CH2:20], predict the reactants needed to synthesize it. The reactants are: C([O:4][C:5]1[CH:10]=[C:9]([C:11]#[N:12])[C:8](Br)=[C:7]([C:14]#[N:15])[C:6]=1[O:16]C(=O)C)(=O)C.[CH2:20]([Sn](CCCC)(CCCC)CCCC)[CH:21]=[CH2:22]. (2) Given the product [CH3:19][O:20][CH2:21][CH2:22][O:23][C:24]1[S:25][C:26]([C:2]2[CH:7]=[CH:6][N:5]=[C:4]([NH:8][CH:9]3[CH2:14][C:13]([CH3:16])([CH3:15])[NH:12][C:11]([CH3:18])([CH3:17])[CH2:10]3)[N:3]=2)=[CH:27][CH:28]=1, predict the reactants needed to synthesize it. The reactants are: Cl[C:2]1[CH:7]=[CH:6][N:5]=[C:4]([NH:8][CH:9]2[CH2:14][C:13]([CH3:16])([CH3:15])[NH:12][C:11]([CH3:18])([CH3:17])[CH2:10]2)[N:3]=1.[CH3:19][O:20][CH2:21][CH2:22][O:23][C:24]1[S:25][CH:26]=[CH:27][CH:28]=1.